Dataset: Forward reaction prediction with 1.9M reactions from USPTO patents (1976-2016). Task: Predict the product of the given reaction. (1) Given the reactants [Cl:1][C:2]1[CH:7]=[C:6]([F:8])[C:5]([N:9]2[C:14](=[O:15])[CH:13]=[C:12]([C:16]([F:19])([F:18])[F:17])[NH:11][C:10]2=[O:20])=[C:4]([N+:21]([O-:23])=[O:22])[C:3]=1[NH:24][C:25]([O:27][CH2:28][CH3:29])=[O:26].S(OC)(O[CH3:34])(=O)=O.C(=O)([O-])[O-].[K+].[K+], predict the reaction product. The product is: [Cl:1][C:2]1[CH:7]=[C:6]([F:8])[C:5]([N:9]2[C:14](=[O:15])[CH:13]=[C:12]([C:16]([F:18])([F:19])[F:17])[N:11]([CH3:34])[C:10]2=[O:20])=[C:4]([N+:21]([O-:23])=[O:22])[C:3]=1[NH:24][C:25]([O:27][CH2:28][CH3:29])=[O:26]. (2) Given the reactants [Cl:1][C:2]1[N:7]=[CH:6][C:5]([CH:8]=[O:9])=[CH:4][CH:3]=1.C1N2CCN(CC2)C1.[C:18]([O:22][CH3:23])(=[O:21])[CH:19]=[CH2:20], predict the reaction product. The product is: [CH3:23][O:22][C:18](=[O:21])[C:19]([CH:8]([C:5]1[CH:6]=[N:7][C:2]([Cl:1])=[CH:3][CH:4]=1)[OH:9])=[CH2:20]. (3) Given the reactants [SH:1][C:2]1[S:3][CH:4]=[C:5]([C:7]2[CH:12]=[CH:11][CH:10]=[CH:9][CH:8]=2)[N:6]=1.C(=O)([O-])[O-].[K+].[K+].[C:19]([O:23][C:24]([N:26]1[CH2:31][CH2:30][CH2:29][CH:28]([CH2:32]I)[CH2:27]1)=[O:25])([CH3:22])([CH3:21])[CH3:20].O, predict the reaction product. The product is: [C:19]([O:23][C:24]([N:26]1[CH2:31][CH2:30][CH2:29][CH:28]([CH2:32][S:1][C:2]2[S:3][CH:4]=[C:5]([C:7]3[CH:12]=[CH:11][CH:10]=[CH:9][CH:8]=3)[N:6]=2)[CH2:27]1)=[O:25])([CH3:22])([CH3:20])[CH3:21]. (4) The product is: [CH3:1][O:2][C:3](=[O:14])[CH2:4][O:5][C:6]1[CH:11]=[CH:10][C:9]([Cl:12])=[C:8]2[C:7]=1[CH:18]([OH:17])[C:19]([CH2:24][C:25]1[CH:26]=[CH:27][C:28]([F:31])=[CH:29][CH:30]=1)=[C:20]([CH2:21][CH3:22])[NH:13]2. Given the reactants [CH3:1][O:2][C:3](=[O:14])[CH2:4][O:5][C:6]1[CH:11]=[CH:10][C:9]([Cl:12])=[C:8]([NH2:13])[CH:7]=1.C([O:17][C:18](=O)[CH:19]([CH2:24][C:25]1[CH:30]=[CH:29][C:28]([F:31])=[CH:27][CH:26]=1)[C:20](=O)[CH2:21][CH3:22])C, predict the reaction product. (5) Given the reactants C(O[C:4]([C:6]1[NH:7][C:8]([CH3:17])=[C:9]([C:12]([O:14][CH2:15][CH3:16])=[O:13])[C:10]=1[NH2:11])=[O:5])C.C(O)(=O)C.[CH:22](N)=[NH:23], predict the reaction product. The product is: [CH2:15]([O:14][C:12]([C:9]1[C:10]2[N:11]=[CH:22][N:23]=[C:4]([OH:5])[C:6]=2[NH:7][C:8]=1[CH3:17])=[O:13])[CH3:16]. (6) The product is: [CH3:1][N:2]1[C:6]([CH:21]=[O:22])=[C:5]([C:7]2[CH:12]=[CH:11][CH:10]=[CH:9][N:8]=2)[N:4]=[N:3]1. Given the reactants [CH3:1][N:2]1[CH:6]=[C:5]([C:7]2[CH:12]=[CH:11][CH:10]=[CH:9][N:8]=2)[N:4]=[N:3]1.[Li]CCCC.CN([CH:21]=[O:22])C.[Cl-].[NH4+], predict the reaction product. (7) Given the reactants [Cl:1][C:2]1[C:7]([F:8])=[CH:6][N:5]=[C:4]([NH:9]C(=O)C(C)(C)C)[C:3]=1[C:16]#[C:17][CH:18]1[CH2:23][CH2:22][N:21]([C:24]([O:26][C:27]([CH3:30])([CH3:29])[CH3:28])=[O:25])[CH2:20][CH2:19]1.C1OCCOCCOCCOCCOCCOC1.CC([O-])(C)C.[K+].O, predict the reaction product. The product is: [Cl:1][C:2]1[C:7]([F:8])=[CH:6][N:5]=[C:4]2[NH:9][C:17]([CH:18]3[CH2:23][CH2:22][N:21]([C:24]([O:26][C:27]([CH3:30])([CH3:29])[CH3:28])=[O:25])[CH2:20][CH2:19]3)=[CH:16][C:3]=12.